The task is: Binary Classification. Given a T-cell receptor sequence (or CDR3 region) and an epitope sequence, predict whether binding occurs between them.. This data is from TCR-epitope binding with 47,182 pairs between 192 epitopes and 23,139 TCRs. (1) The epitope is YVFCTVNAL. The TCR CDR3 sequence is CASSHSGGDQETQYF. Result: 0 (the TCR does not bind to the epitope). (2) The epitope is YSEHPTFTSQY. The TCR CDR3 sequence is CAAKDQNLTNYGYTF. Result: 0 (the TCR does not bind to the epitope). (3) The epitope is FADDLNQLTGY. The TCR CDR3 sequence is CASSQEDRVGDTQYF. Result: 1 (the TCR binds to the epitope).